Dataset: Forward reaction prediction with 1.9M reactions from USPTO patents (1976-2016). Task: Predict the product of the given reaction. (1) Given the reactants COC1C=C(OC)C(Br)=CC=1C=O.[C:14]([O:18][C:19]([N:21]1[CH:25]=[C:24](B2OC(C)(C)C(C)(C)O2)[CH:23]=[N:22]1)=[O:20])([CH3:17])([CH3:16])[CH3:15].[F-].[K+], predict the reaction product. The product is: [C:14]([O:18][C:19]([N:21]1[CH:25]=[CH:24][CH:23]=[N:22]1)=[O:20])([CH3:17])([CH3:15])[CH3:16]. (2) Given the reactants [C:1]([C:4]1[CH:9]=[CH:8][C:7]([S:10]([NH:13][C:14]2[CH:18]=[C:17]([CH3:19])[O:16][N:15]=2)(=[O:12])=[O:11])=[CH:6][CH:5]=1)(=[O:3])[CH3:2].[CH3:20][O:21][C:22]1[CH:29]=[C:28]([O:30][CH3:31])[C:27]([C:32]2[S:33][CH:34]=[CH:35][CH:36]=2)=[CH:26][C:23]=1[CH:24]=O.C[O-].[Li+].Cl, predict the reaction product. The product is: [CH3:20][O:21][C:22]1[CH:29]=[C:28]([O:30][CH3:31])[C:27]([C:32]2[S:33][CH:34]=[CH:35][CH:36]=2)=[CH:26][C:23]=1/[CH:24]=[CH:2]/[C:1]([C:4]1[CH:5]=[CH:6][C:7]([S:10]([NH:13][C:14]2[CH:18]=[C:17]([CH3:19])[O:16][N:15]=2)(=[O:11])=[O:12])=[CH:8][CH:9]=1)=[O:3]. (3) Given the reactants [Br:1][CH2:2][C:3]1[CH:11]=[CH:10][C:6]([C:7]([OH:9])=O)=[C:5]([F:12])[C:4]=1[F:13].CCN(C(C)C)C(C)C.S(Cl)(Cl)=O.[Cl:27][C:28]1[C:34]([Cl:35])=[CH:33][C:31]([NH2:32])=[C:30]([N:36]2[CH2:41][CH2:40][N:39]([CH2:42][CH2:43][C:44]([F:47])([F:46])[F:45])[CH2:38][CH2:37]2)[CH:29]=1, predict the reaction product. The product is: [Br:1][CH2:2][C:3]1[CH:11]=[CH:10][C:6]([C:7]([NH:32][C:31]2[CH:33]=[C:34]([Cl:35])[C:28]([Cl:27])=[CH:29][C:30]=2[N:36]2[CH2:37][CH2:38][N:39]([CH2:42][CH2:43][C:44]([F:47])([F:46])[F:45])[CH2:40][CH2:41]2)=[O:9])=[C:5]([F:12])[C:4]=1[F:13]. (4) Given the reactants [CH3:1][O:2][C:3]1[CH:8]=[CH:7][C:6]([NH:9][C:10]2[C:15]3[N:16]([CH3:20])[C:17](=[O:19])[NH:18][C:14]=3[CH:13]=[CH:12][CH:11]=2)=[CH:5][CH:4]=1.[CH:21](=O)[CH2:22][CH2:23][CH3:24].C(O[BH-](OC(=O)C)OC(=O)C)(=O)C.[Na+], predict the reaction product. The product is: [CH2:21]([N:9]([C:6]1[CH:7]=[CH:8][C:3]([O:2][CH3:1])=[CH:4][CH:5]=1)[C:10]1[C:15]2[N:16]([CH3:20])[C:17](=[O:19])[NH:18][C:14]=2[CH:13]=[CH:12][CH:11]=1)[CH2:22][CH2:23][CH3:24]. (5) Given the reactants Cl.[C:2]([C:4]1[CH:9]=[CH:8][C:7]([NH:10][C:11](=[O:13])[CH3:12])=[C:6]([F:14])[CH:5]=1)#N.C([O:17]CC)C, predict the reaction product. The product is: [F:14][C:6]1[CH:5]=[C:4]([CH:2]=[O:17])[CH:9]=[CH:8][C:7]=1[NH:10][C:11](=[O:13])[CH3:12]. (6) Given the reactants [CH3:1][O:2][CH:3]1[CH2:10][CH:9]2[CH:5]([CH2:6][CH:7]([OH:11])[CH2:8]2)[CH2:4]1.C(N(CC)CC)C.[CH3:19][S:20](Cl)(=[O:22])=[O:21].O, predict the reaction product. The product is: [CH3:1][O:2][CH:3]1[CH2:10][CH:9]2[CH:5]([CH2:6][CH:7]([O:11][S:20]([CH3:19])(=[O:22])=[O:21])[CH2:8]2)[CH2:4]1.